This data is from Reaction yield outcomes from USPTO patents with 853,638 reactions. The task is: Predict the reaction yield, written as a fraction of the theoretical maximum amount of product (1.0 means a 100% yield; for example, 0.34 means a 34% yield). The reactants are [ClH:1].[CH2:2]([C:9]1[N:10]=[C:11]([NH2:14])[NH:12][CH:13]=1)[CH2:3][CH2:4][CH2:5][CH2:6][C:7]#[CH:8].[N:15]([CH2:18][C:19]([CH3:27])=[CH:20][C:21]1[CH:26]=[CH:25][CH:24]=[CH:23][CH:22]=1)=[N+:16]=[N-:17]. The yield is 0.650. The product is [ClH:1].[CH3:27][C:19](=[CH:20][C:21]1[CH:26]=[CH:25][CH:24]=[CH:23][CH:22]=1)[CH2:18][N:15]1[CH:8]=[C:7]([CH2:6][CH2:5][CH2:4][CH2:3][CH2:2][C:9]2[N:10]=[C:11]([NH2:14])[NH:12][CH:13]=2)[N:17]=[N:16]1. No catalyst specified.